Dataset: Reaction yield outcomes from USPTO patents with 853,638 reactions. Task: Predict the reaction yield, written as a fraction of the theoretical maximum amount of product (1.0 means a 100% yield; for example, 0.34 means a 34% yield). The reactants are [CH3:1][CH:2]1[C:6]2([CH2:11][CH:10]([CH3:12])[CH2:9][C:8]([CH3:14])([CH3:13])[CH2:7]2)[C:5](=[CH2:15])[C:4](=[O:16])[CH2:3]1.ClC1C=CC=C(C(OO)=[O:25])C=1. The catalyst is C(Cl)Cl. The product is [CH3:13][C:8]1([CH3:14])[CH2:9][CH:10]([CH3:12])[CH2:11][C:6]2([CH:2]([CH3:1])[CH2:3][C:4](=[O:16])[C:5]32[O:25][CH2:15]3)[CH2:7]1. The yield is 0.610.